This data is from Forward reaction prediction with 1.9M reactions from USPTO patents (1976-2016). The task is: Predict the product of the given reaction. (1) Given the reactants [CH3:1][O:2][C:3]1[CH:9]=[C:8]([O:10][CH3:11])[CH:7]=[C:6]([N:12]2[CH:16]=[C:15]([CH3:17])[N:14]=[C:13]2[C:18]2[CH:19]=[N:20][CH:21]=[CH:22][C:23]=2[CH3:24])[C:4]=1[NH2:5].[N:25]([O-])=O.[Na+], predict the reaction product. The product is: [CH3:1][O:2][C:3]1[C:4]2[N:5]=[N:25][C:16]3=[C:15]([CH3:17])[N:14]=[C:13]([C:18]4[CH:19]=[N:20][CH:21]=[CH:22][C:23]=4[CH3:24])[N:12]3[C:6]=2[CH:7]=[C:8]([O:10][CH3:11])[CH:9]=1. (2) Given the reactants I[C:2]1[C:10]2[C:5](=[CH:6][CH:7]=[C:8]([NH:11][C:12](=[O:24])[CH:13]([N:19]3[CH2:23][CH2:22][CH2:21][CH2:20]3)[C:14]3[CH:18]=[CH:17][S:16][CH:15]=3)[CH:9]=2)[NH:4][N:3]=1.CC1(C)C(C)(C)OB([C:33]2[CH:34]=[CH:35][C:36]([N:39]3[CH2:44][CH2:43][O:42][CH2:41][CH2:40]3)=[N:37][CH:38]=2)O1.C([O-])([O-])=O.[Na+].[Na+], predict the reaction product. The product is: [O:42]1[CH2:43][CH2:44][N:39]([C:36]2[N:37]=[CH:38][C:33]([C:2]3[C:10]4[C:5](=[CH:6][CH:7]=[C:8]([NH:11][C:12](=[O:24])[CH:13]([N:19]5[CH2:23][CH2:22][CH2:21][CH2:20]5)[C:14]5[CH:18]=[CH:17][S:16][CH:15]=5)[CH:9]=4)[NH:4][N:3]=3)=[CH:34][CH:35]=2)[CH2:40][CH2:41]1.